From a dataset of Retrosynthesis with 50K atom-mapped reactions and 10 reaction types from USPTO. Predict the reactants needed to synthesize the given product. (1) Given the product CC(C)(C)c1cccc(C(=O)Nc2ccccc2S(=O)(=O)NCCc2ncc[nH]2)c1, predict the reactants needed to synthesize it. The reactants are: CC(C)(C)c1cccc(C(=O)Cl)c1.Nc1ccccc1S(=O)(=O)NCCc1ncc[nH]1. (2) Given the product O=C(NCC1CCC1)c1nc(OCCO)ccc1NC(=O)c1ccc(Cn2ccnn2)c2ccccc12, predict the reactants needed to synthesize it. The reactants are: O=C(NCC1CCC1)c1nc(O)ccc1NC(=O)c1ccc(Cn2ccnn2)c2ccccc12.OCCBr. (3) The reactants are: CCI.O=C(NC12CCC(C(=O)O)(CC1)CC2)OCc1ccccc1. Given the product CCOC(=O)C12CCC(NC(=O)OCc3ccccc3)(CC1)CC2, predict the reactants needed to synthesize it. (4) Given the product CN(C)Cc1cnc(NC(=O)[C@H](CC2CCCC2)c2ccc(S(C)(=O)=O)c(Cl)c2)cn1, predict the reactants needed to synthesize it. The reactants are: CNC.CS(=O)(=O)c1ccc([C@@H](CC2CCCC2)C(=O)Nc2cnc(CBr)cn2)cc1Cl. (5) Given the product CCOc1ccc(CN2CCN(c3ccc4nnc(C(F)(F)F)n4n3)CC2)cn1, predict the reactants needed to synthesize it. The reactants are: CCOc1ccc(C=O)cn1.FC(F)(F)c1nnc2ccc(N3CCNCC3)nn12. (6) Given the product COC1(OC)CN(C(=O)c2ccccc2)[C@@H]2CCN[C@@H]21, predict the reactants needed to synthesize it. The reactants are: COC1(OC)CN(C(=O)c2ccccc2)[C@@H]2CCN(C(=O)OCc3ccccc3)[C@@H]21.